Task: Predict which catalyst facilitates the given reaction.. Dataset: Catalyst prediction with 721,799 reactions and 888 catalyst types from USPTO (1) Reactant: [Cl:1][C:2]1[CH:17]=[CH:16][C:5]([C:6]([NH:8][C:9]2[CH:14]=[CH:13][C:12]([F:15])=[CH:11][CH:10]=2)=[O:7])=[CH:4][N:3]=1.[OH:18]O. Product: [CH:14]1[C:9]([NH:8][C:6]([C:5]2[CH:16]=[CH:17][C:2]([Cl:1])=[N+:3]([O-:18])[CH:4]=2)=[O:7])=[CH:10][CH:11]=[C:12]([F:15])[CH:13]=1. The catalyst class is: 15. (2) Reactant: [NH:1]1[C:9]2[C:4](=[CH:5][CH:6]=[CH:7][CH:8]=2)[C:3]([CH:10]=[O:11])=[CH:2]1.[H-].[Na+].Br[CH2:15][CH2:16][CH2:17][NH:18][C:19](=[O:25])[O:20][C:21]([CH3:24])([CH3:23])[CH3:22]. Product: [C:21]([O:20][C:19](=[O:25])[NH:18][CH2:17][CH2:16][CH2:15][N:1]1[C:9]2[C:4](=[CH:5][CH:6]=[CH:7][CH:8]=2)[C:3]([CH:10]=[O:11])=[CH:2]1)([CH3:24])([CH3:23])[CH3:22]. The catalyst class is: 589. (3) Reactant: [C:1]([OH:9])(=[O:8])[C@@H:2]([CH2:4][C:5]([OH:7])=[O:6])[OH:3].[CH3:10][C:11]1[CH:12]=[CH:13][S:14][C:15]=1[C:16]([C:29]1[S:33][CH:32]=[CH:31][C:30]=1[CH3:34])=[CH:17][CH2:18][CH2:19][N:20]1[CH2:25][C@H:24]([C:26]([OH:28])=[O:27])[CH2:23][CH2:22][CH2:21]1. Product: [CH3:34][C:30]1[CH:31]=[CH:32][S:33][C:29]=1[C:16]([C:15]1[S:14][CH:13]=[CH:12][C:11]=1[CH3:10])=[CH:17][CH2:18][CH2:19][N:20]1[CH2:25][C@H:24]([C:26]([OH:28])=[O:27])[CH2:23][CH2:22][CH2:21]1.[C:1]([O-:9])(=[O:8])[C@@H:2]([CH2:4][C:5]([O-:7])=[O:6])[OH:3]. The catalyst class is: 449. (4) Reactant: [CH2:1]([O:3][C:4](=[O:24])[C:5]([O:8][C:9]1[C:18]2[C:13](=[CH:14][CH:15]=[CH:16][CH:17]=2)[CH:12]=[C:11]([O:19]C(OC)=O)[CH:10]=1)([CH3:7])[CH3:6])[CH3:2].[O-]CC.[Na+].CC(O)=O. Product: [CH2:1]([O:3][C:4](=[O:24])[C:5]([O:8][C:9]1[C:18]2[C:13](=[CH:14][CH:15]=[CH:16][CH:17]=2)[CH:12]=[C:11]([OH:19])[CH:10]=1)([CH3:7])[CH3:6])[CH3:2]. The catalyst class is: 14.